Predict the reactants needed to synthesize the given product. From a dataset of Full USPTO retrosynthesis dataset with 1.9M reactions from patents (1976-2016). (1) Given the product [F:1][C:2]1[CH:7]=[CH:6][C:5]([C@@H:8]([C:10]2[N:19]=[C:18]([NH:20][C:21]3[CH:25]=[C:24]([CH3:26])[NH:23][N:22]=3)[C:17]3[C:12](=[CH:13][CH:14]=[CH:15][CH:16]=3)[N:11]=2)[OH:9])=[CH:4][CH:3]=1, predict the reactants needed to synthesize it. The reactants are: [F:1][C:2]1[CH:7]=[CH:6][C:5]([C:8]([C:10]2[N:19]=[C:18]([NH:20][C:21]3[CH:25]=[C:24]([CH3:26])[NH:23][N:22]=3)[C:17]3[C:12](=[CH:13][CH:14]=[CH:15][CH:16]=3)[N:11]=2)=[O:9])=[CH:4][CH:3]=1.CC([O-])(C)C.[K+].CC(O)(C)C.[H][H]. (2) The reactants are: [CH2:1]([C:4]1[CH:5]=[C:6]([CH:17]=[CH:18][C:19]=1[OH:20])[C:7]([O:9]CC1C=CC=CC=1)=[O:8])[CH:2]=[CH2:3]. Given the product [OH:20][C:19]1[CH:18]=[CH:17][C:6]([C:7]([OH:9])=[O:8])=[CH:5][C:4]=1[CH2:1][CH2:2][CH3:3], predict the reactants needed to synthesize it. (3) Given the product [F:8][C:9]1[CH:10]=[C:11]2[C:17]([C:18](=[O:19])[CH:27]([NH:34][C:35]3[CH:40]=[CH:39][CH:38]=[C:37]([O:41][CH3:42])[CH:36]=3)[C:28]3[CH:29]=[CH:30][CH:31]=[CH:32][CH:33]=3)=[CH:16][NH:15][C:12]2=[N:13][CH:14]=1, predict the reactants needed to synthesize it. The reactants are: C(N(CC)CC)C.[F:8][C:9]1[CH:10]=[C:11]2[C:17]([CH:18]=[O:19])=[CH:16][N:15](C(OC(C)(C)C)=O)[C:12]2=[N:13][CH:14]=1.[CH:27](=[N:34][C:35]1[CH:40]=[CH:39][CH:38]=[C:37]([O:41][CH3:42])[CH:36]=1)[C:28]1[CH:33]=[CH:32][CH:31]=[CH:30][CH:29]=1. (4) Given the product [F:16][C:17]1[CH:22]=[C:21]([F:23])[CH:20]=[CH:19][C:18]=1[C:24]1[C:29]([F:30])=[CH:28][N:27]=[C:26]([NH:31][C:32]2[CH:37]=[C:36]([CH:35]=[C:34]([F:41])[CH:33]=2)[CH2:38][S:39](=[N:44][C:43]#[N:42])[CH3:40])[N:25]=1, predict the reactants needed to synthesize it. The reactants are: C(O)(=O)C.C(O)(=O)C.IC1C=CC=CC=1.[F:16][C:17]1[CH:22]=[C:21]([F:23])[CH:20]=[CH:19][C:18]=1[C:24]1[C:29]([F:30])=[CH:28][N:27]=[C:26]([NH:31][C:32]2[CH:37]=[C:36]([CH2:38][S:39][CH3:40])[CH:35]=[C:34]([F:41])[CH:33]=2)[N:25]=1.[N:42]#[C:43][NH2:44]. (5) Given the product [OH2:2].[S:3]([OH:6])([OH:5])(=[O:4])=[O:2].[S:3]([OH:6])([OH:5])(=[O:4])=[O:2].[N:7]1[CH:12]=[CH:11][CH:10]=[CH:9][C:8]=1[N:13]1[CH2:14][CH2:15][N:16]([CH2:19][C:20]2[NH:21][C:22]3[CH:28]=[CH:27][CH:26]=[CH:25][C:23]=3[N:24]=2)[CH2:17][CH2:18]1, predict the reactants needed to synthesize it. The reactants are: O.[OH:2][S:3]([OH:6])(=[O:5])=[O:4].[N:7]1[CH:12]=[CH:11][CH:10]=[CH:9][C:8]=1[N:13]1[CH2:18][CH2:17][N:16]([CH2:19][C:20]2[NH:24][C:23]3[CH:25]=[CH:26][CH:27]=[CH:28][C:22]=3[N:21]=2)[CH2:15][CH2:14]1. (6) Given the product [CH3:1][O:2][C:3](=[O:14])[C:4]1[CH:9]=[CH:8][C:7]([OH:10])=[CH:6][C:5]=1[NH2:11], predict the reactants needed to synthesize it. The reactants are: [CH3:1][O:2][C:3](=[O:14])[C:4]1[CH:9]=[CH:8][C:7]([OH:10])=[CH:6][C:5]=1[N+:11]([O-])=O.C([O-])=O.[NH4+]. (7) Given the product [F:1][C:2]1[CH:9]=[C:8]([N:10]2[CH2:15][CH2:14][O:13][CH2:12][CH2:11]2)[CH:7]=[CH:6][C:3]=1[CH2:4][N:21]1[CH2:20][CH2:19][N:18]([C:23]([O:25][C:26]([CH3:29])([CH3:28])[CH3:27])=[O:24])[C@@H:17]([CH3:16])[CH2:22]1, predict the reactants needed to synthesize it. The reactants are: [F:1][C:2]1[CH:9]=[C:8]([N:10]2[CH2:15][CH2:14][O:13][CH2:12][CH2:11]2)[CH:7]=[CH:6][C:3]=1[CH:4]=O.[CH3:16][C@H:17]1[CH2:22][NH:21][CH2:20][CH2:19][N:18]1[C:23]([O:25][C:26]([CH3:29])([CH3:28])[CH3:27])=[O:24].ClCCCl.C(O[BH-](OC(=O)C)OC(=O)C)(=O)C.[Na+]. (8) Given the product [C:27]([O:26][C:24]([NH:5][CH:9]([C:8]1[CH:11]=[C:12]([F:15])[CH:13]=[CH:14][C:7]=1[F:6])[C:33]([OH:34])=[O:31])=[O:25])([CH3:28])([CH3:29])[CH3:30], predict the reactants needed to synthesize it. The reactants are: [C-]#N.[Na+].[Cl-].[NH4+:5].[F:6][C:7]1[CH:14]=[CH:13][C:12]([F:15])=[CH:11][C:8]=1[CH:9]=O.[CH3:28][C:27]([O:26][C:24](O[C:24]([O:26][C:27]([CH3:30])([CH3:29])[CH3:28])=[O:25])=[O:25])([CH3:30])[CH3:29].[OH-:31].[Na+].[CH3:33][OH:34].